From a dataset of NCI-60 drug combinations with 297,098 pairs across 59 cell lines. Regression. Given two drug SMILES strings and cell line genomic features, predict the synergy score measuring deviation from expected non-interaction effect. (1) Drug 1: CN1CCC(CC1)COC2=C(C=C3C(=C2)N=CN=C3NC4=C(C=C(C=C4)Br)F)OC. Drug 2: CN(CCCl)CCCl.Cl. Cell line: ACHN. Synergy scores: CSS=35.0, Synergy_ZIP=-1.92, Synergy_Bliss=0.0590, Synergy_Loewe=-4.19, Synergy_HSA=2.69. (2) Drug 1: CS(=O)(=O)CCNCC1=CC=C(O1)C2=CC3=C(C=C2)N=CN=C3NC4=CC(=C(C=C4)OCC5=CC(=CC=C5)F)Cl. Drug 2: C1CN1C2=NC(=NC(=N2)N3CC3)N4CC4. Cell line: BT-549. Synergy scores: CSS=17.9, Synergy_ZIP=-8.33, Synergy_Bliss=0.688, Synergy_Loewe=-7.84, Synergy_HSA=0.0733. (3) Drug 1: CC1C(C(=O)NC(C(=O)N2CCCC2C(=O)N(CC(=O)N(C(C(=O)O1)C(C)C)C)C)C(C)C)NC(=O)C3=C4C(=C(C=C3)C)OC5=C(C(=O)C(=C(C5=N4)C(=O)NC6C(OC(=O)C(N(C(=O)CN(C(=O)C7CCCN7C(=O)C(NC6=O)C(C)C)C)C)C(C)C)C)N)C. Drug 2: CC1=CC=C(C=C1)C2=CC(=NN2C3=CC=C(C=C3)S(=O)(=O)N)C(F)(F)F. Cell line: K-562. Synergy scores: CSS=77.8, Synergy_ZIP=12.4, Synergy_Bliss=15.2, Synergy_Loewe=-35.8, Synergy_HSA=16.6. (4) Drug 1: C(CCl)NC(=O)N(CCCl)N=O. Drug 2: N.N.Cl[Pt+2]Cl. Cell line: HCT116. Synergy scores: CSS=61.8, Synergy_ZIP=0.885, Synergy_Bliss=0.446, Synergy_Loewe=-2.76, Synergy_HSA=8.13. (5) Drug 1: C1C(C(OC1N2C=C(C(=O)NC2=O)F)CO)O. Drug 2: C1CN1C2=NC(=NC(=N2)N3CC3)N4CC4. Cell line: EKVX. Synergy scores: CSS=4.30, Synergy_ZIP=2.85, Synergy_Bliss=-0.407, Synergy_Loewe=0.284, Synergy_HSA=-0.162. (6) Drug 1: CC(C)CN1C=NC2=C1C3=CC=CC=C3N=C2N. Drug 2: C1C(C(OC1N2C=NC(=NC2=O)N)CO)O. Cell line: OVCAR-5. Synergy scores: CSS=8.08, Synergy_ZIP=-5.44, Synergy_Bliss=-5.76, Synergy_Loewe=-3.99, Synergy_HSA=-3.19. (7) Drug 1: CC1=C(C(CCC1)(C)C)C=CC(=CC=CC(=CC(=O)O)C)C. Drug 2: CC1=C(N=C(N=C1N)C(CC(=O)N)NCC(C(=O)N)N)C(=O)NC(C(C2=CN=CN2)OC3C(C(C(C(O3)CO)O)O)OC4C(C(C(C(O4)CO)O)OC(=O)N)O)C(=O)NC(C)C(C(C)C(=O)NC(C(C)O)C(=O)NCCC5=NC(=CS5)C6=NC(=CS6)C(=O)NCCC[S+](C)C)O. Cell line: SK-MEL-5. Synergy scores: CSS=6.40, Synergy_ZIP=1.30, Synergy_Bliss=0.559, Synergy_Loewe=-18.0, Synergy_HSA=-5.64.